From a dataset of Reaction yield outcomes from USPTO patents with 853,638 reactions. Predict the reaction yield, written as a fraction of the theoretical maximum amount of product (1.0 means a 100% yield; for example, 0.34 means a 34% yield). The reactants are [CH:1]1([C:4]2[C:5]([NH:24][S:25]([CH3:28])(=[O:27])=[O:26])=[CH:6][C:7]3[O:11][C:10]([C:12]4[CH:17]=[CH:16][C:15]([F:18])=[CH:14][CH:13]=4)=[C:9]([C:19]([NH:21][CH3:22])=[O:20])[C:8]=3[CH:23]=2)[CH2:3][CH2:2]1.F[C:30]1[CH:31]=[CH:32][C:33]([N+:40]([O-:42])=[O:41])=[C:34]([CH:39]=1)[C:35]([O:37][CH3:38])=[O:36].C(=O)([O-])[O-].[K+].[K+]. The catalyst is CN(P(N(C)C)(N(C)C)=O)C.CCOC(C)=O.O. The product is [CH:1]1([C:4]2[C:5]([N:24]([C:30]3[CH:31]=[CH:32][C:33]([N+:40]([O-:42])=[O:41])=[C:34]([CH:39]=3)[C:35]([O:37][CH3:38])=[O:36])[S:25]([CH3:28])(=[O:27])=[O:26])=[CH:6][C:7]3[O:11][C:10]([C:12]4[CH:17]=[CH:16][C:15]([F:18])=[CH:14][CH:13]=4)=[C:9]([C:19](=[O:20])[NH:21][CH3:22])[C:8]=3[CH:23]=2)[CH2:3][CH2:2]1. The yield is 0.920.